Dataset: NCI-60 drug combinations with 297,098 pairs across 59 cell lines. Task: Regression. Given two drug SMILES strings and cell line genomic features, predict the synergy score measuring deviation from expected non-interaction effect. (1) Drug 1: C1CC(=O)NC(=O)C1N2C(=O)C3=CC=CC=C3C2=O. Drug 2: N.N.Cl[Pt+2]Cl. Cell line: HS 578T. Synergy scores: CSS=6.29, Synergy_ZIP=-3.85, Synergy_Bliss=-0.0538, Synergy_Loewe=-3.64, Synergy_HSA=-0.361. (2) Drug 1: CC1C(C(CC(O1)OC2CC(CC3=C2C(=C4C(=C3O)C(=O)C5=C(C4=O)C(=CC=C5)OC)O)(C(=O)CO)O)N)O.Cl. Drug 2: C1CCC(C(C1)N)N.C(=O)(C(=O)[O-])[O-].[Pt+4]. Cell line: SK-OV-3. Synergy scores: CSS=5.99, Synergy_ZIP=-2.99, Synergy_Bliss=-0.968, Synergy_Loewe=2.39, Synergy_HSA=2.42. (3) Cell line: MALME-3M. Drug 1: C1=NC(=NC(=O)N1C2C(C(C(O2)CO)O)O)N. Synergy scores: CSS=6.10, Synergy_ZIP=4.14, Synergy_Bliss=4.29, Synergy_Loewe=0.797, Synergy_HSA=2.55. Drug 2: C1CC(=O)NC(=O)C1N2C(=O)C3=CC=CC=C3C2=O. (4) Drug 1: COC1=C(C=C2C(=C1)N=CN=C2NC3=CC(=C(C=C3)F)Cl)OCCCN4CCOCC4. Drug 2: C1=NC2=C(N=C(N=C2N1C3C(C(C(O3)CO)O)O)F)N. Cell line: TK-10. Synergy scores: CSS=25.8, Synergy_ZIP=-1.01, Synergy_Bliss=-1.70, Synergy_Loewe=-7.78, Synergy_HSA=0.0493. (5) Drug 1: C1=CC(=CC=C1C#N)C(C2=CC=C(C=C2)C#N)N3C=NC=N3. Drug 2: CCCCCOC(=O)NC1=NC(=O)N(C=C1F)C2C(C(C(O2)C)O)O. Cell line: MDA-MB-231. Synergy scores: CSS=-10.7, Synergy_ZIP=5.69, Synergy_Bliss=4.34, Synergy_Loewe=-10.3, Synergy_HSA=-9.47. (6) Drug 1: CC12CCC3C(C1CCC2O)C(CC4=C3C=CC(=C4)O)CCCCCCCCCS(=O)CCCC(C(F)(F)F)(F)F. Drug 2: C1C(C(OC1N2C=NC3=C2NC=NCC3O)CO)O. Cell line: NCI-H460. Synergy scores: CSS=-5.62, Synergy_ZIP=2.94, Synergy_Bliss=1.84, Synergy_Loewe=-4.18, Synergy_HSA=-3.96. (7) Drug 1: CN1CCC(CC1)COC2=C(C=C3C(=C2)N=CN=C3NC4=C(C=C(C=C4)Br)F)OC. Drug 2: CC(C1=C(C=CC(=C1Cl)F)Cl)OC2=C(N=CC(=C2)C3=CN(N=C3)C4CCNCC4)N. Cell line: TK-10. Synergy scores: CSS=25.5, Synergy_ZIP=-8.72, Synergy_Bliss=2.26, Synergy_Loewe=-4.70, Synergy_HSA=2.06.